Task: Predict the product of the given reaction.. Dataset: Forward reaction prediction with 1.9M reactions from USPTO patents (1976-2016) (1) Given the reactants C([O:3][C:4]([C:6]1([C:9]2[CH:14]=[CH:13][C:12]([C:15]3[CH:20]=[CH:19][C:18]([C:21]4[O:25][N:24]=[C:23]([CH3:26])[C:22]=4[CH2:27][CH2:28][OH:29])=[CH:17][CH:16]=3)=[CH:11][CH:10]=2)[CH2:8][CH2:7]1)=[O:5])C.Br[CH2:31][C:32]1[CH:37]=[CH:36][CH:35]=[CH:34][C:33]=1[Cl:38], predict the reaction product. The product is: [Cl:38][C:33]1[CH:34]=[CH:35][CH:36]=[CH:37][C:32]=1[CH2:31][O:29][CH2:28][CH2:27][C:22]1[C:23]([CH3:26])=[N:24][O:25][C:21]=1[C:18]1[CH:19]=[CH:20][C:15]([C:12]2[CH:13]=[CH:14][C:9]([C:6]3([C:4]([OH:3])=[O:5])[CH2:8][CH2:7]3)=[CH:10][CH:11]=2)=[CH:16][CH:17]=1. (2) Given the reactants [Si:1]([O:8][CH2:9][CH2:10][C@H:11]1[C:16]2[CH:17]=[CH:18][C:19]([NH2:21])=[CH:20][C:15]=2[CH2:14][CH2:13][O:12]1)([C:4]([CH3:7])([CH3:6])[CH3:5])([CH3:3])[CH3:2].C(N(CC)CC)C.[Cl:29][CH2:30][CH2:31][CH2:32][S:33](Cl)(=[O:35])=[O:34].[OH-].[Na+], predict the reaction product. The product is: [Si:1]([O:8][CH2:9][CH2:10][C@H:11]1[C:16]2[CH:17]=[CH:18][C:19]([NH:21][S:33]([CH2:32][CH2:31][CH2:30][Cl:29])(=[O:35])=[O:34])=[CH:20][C:15]=2[CH2:14][CH2:13][O:12]1)([C:4]([CH3:6])([CH3:7])[CH3:5])([CH3:3])[CH3:2]. (3) Given the reactants [OH:1][C@H:2]1[CH2:6][CH2:5][N:4]([C:7]([O:9][C:10]([CH3:13])([CH3:12])[CH3:11])=[O:8])[CH2:3]1.CC(C)([O-])C.[K+].Cl[C:21]1[N:26]=[CH:25][CH:24]=[CH:23][N:22]=1, predict the reaction product. The product is: [N:22]1[CH:23]=[CH:24][CH:25]=[N:26][C:21]=1[O:1][C@H:2]1[CH2:6][CH2:5][N:4]([C:7]([O:9][C:10]([CH3:13])([CH3:12])[CH3:11])=[O:8])[CH2:3]1. (4) Given the reactants [CH2:1]([O:3][C:4](=[O:24])[CH:5]=[CH:6][C:7]1[CH:12]=[CH:11][C:10]([O:13][C:14]2[CH:19]=[C:18]([O:20][CH3:21])[CH:17]=[C:16]([F:22])[CH:15]=2)=[CH:9][C:8]=1[CH3:23])[CH3:2], predict the reaction product. The product is: [CH2:1]([O:3][C:4](=[O:24])[CH2:5][CH2:6][C:7]1[CH:12]=[CH:11][C:10]([O:13][C:14]2[CH:19]=[C:18]([O:20][CH3:21])[CH:17]=[C:16]([F:22])[CH:15]=2)=[CH:9][C:8]=1[CH3:23])[CH3:2]. (5) Given the reactants [CH3:1][O:2][C:3]1[CH:12]=[CH:11][C:6]([C:7]([O:9][CH3:10])=[O:8])=[CH:5][C:4]=1[NH:13][S:14]([CH3:17])(=[O:16])=[O:15].[C:18](O[C:18]([O:20][C:21]([CH3:24])([CH3:23])[CH3:22])=[O:19])([O:20][C:21]([CH3:24])([CH3:23])[CH3:22])=[O:19], predict the reaction product. The product is: [C:21]([O:20][C:18]([N:13]([C:4]1[CH:5]=[C:6]([CH:11]=[CH:12][C:3]=1[O:2][CH3:1])[C:7]([O:9][CH3:10])=[O:8])[S:14]([CH3:17])(=[O:16])=[O:15])=[O:19])([CH3:24])([CH3:23])[CH3:22]. (6) Given the reactants CC([CH:5]1[CH2:10][N:9]([CH2:11][CH:12]2[C:21]3[C:16](=[CH:17][C:18]([Br:24])=[C:19]([O:22][CH3:23])[CH:20]=3)[CH2:15][CH2:14][O:13]2)[CH2:8][CH2:7][N:6]1C([O-])=O)(C)C.C(O)(C(F)(F)F)=O, predict the reaction product. The product is: [Br:24][C:18]1[CH:17]=[C:16]2[C:21](=[CH:20][C:19]=1[O:22][CH3:23])[CH:12]([CH2:11][N:9]1[CH2:8][CH2:7][NH:6][CH2:5][CH2:10]1)[O:13][CH2:14][CH2:15]2.